Dataset: Forward reaction prediction with 1.9M reactions from USPTO patents (1976-2016). Task: Predict the product of the given reaction. (1) Given the reactants [CH3:1][N:2]([CH3:38])[CH2:3][CH2:4][NH:5][C:6](=[O:37])[CH:7]([N:9]1[C:13]2=[N:14][CH:15]=[N:16][C:17]([NH2:18])=[C:12]2[C:11]([C:19]2[CH:24]=[CH:23][C:22]([NH:25][C:26]3[O:27][C:28]4[C:34](C)=[CH:33][C:32](C)=[CH:31][C:29]=4[N:30]=3)=[CH:21][CH:20]=2)=[N:10]1)[CH3:8].O1C2C=CC=CC=2N=C1NC1C=CC(B2OC(C)(C)C(C)(C)O2)=CC=1, predict the reaction product. The product is: [CH3:38][N:2]([CH3:1])[CH2:3][CH2:4][NH:5][C:6](=[O:37])[CH:7]([N:9]1[C:13]2=[N:14][CH:15]=[N:16][C:17]([NH2:18])=[C:12]2[C:11]([C:19]2[CH:20]=[CH:21][C:22]([NH:25][C:26]3[O:27][C:28]4[CH:34]=[CH:33][CH:32]=[CH:31][C:29]=4[N:30]=3)=[CH:23][CH:24]=2)=[N:10]1)[CH3:8]. (2) Given the reactants Br[C:2]1[CH:7]=[CH:6][C:5]([Br:8])=[CH:4][N:3]=1.CO.C[C:12](C)([O-:14])C.[K+], predict the reaction product. The product is: [Br:8][C:5]1[CH:6]=[CH:7][C:2]([O:14][CH3:12])=[N:3][CH:4]=1. (3) Given the reactants C([S:4][CH2:5][CH2:6][CH2:7][CH2:8][CH:9]([C:11]1[CH:16]=[CH:15][C:14]([C:17]2[CH:22]=[CH:21][C:20]([Cl:23])=[CH:19][CH:18]=2)=[CH:13][CH:12]=1)[OH:10])(=O)C.[OH-].[Na+].Cl, predict the reaction product. The product is: [Cl:23][C:20]1[CH:19]=[CH:18][C:17]([C:14]2[CH:15]=[CH:16][C:11]([CH:9]([OH:10])[CH2:8][CH2:7][CH2:6][CH2:5][SH:4])=[CH:12][CH:13]=2)=[CH:22][CH:21]=1. (4) Given the reactants [NH:1]1[CH:5]=[CH:4][C:3]([C:6]2[C:14]3[C:13]([NH:15][C@H:16]([C:18]4[N:23]([C:24]5[CH:29]=[CH:28][CH:27]=[CH:26][CH:25]=5)[C:22](=[O:30])[C:21]5=[C:31]([CH3:34])[CH:32]=[CH:33][N:20]5[N:19]=4)[CH3:17])=[N:12][CH:11]=[N:10][C:9]=3[N:8](COCC[Si](C)(C)C)[CH:7]=2)=[N:2]1.[F:43][C:44]([F:48])([F:47])[CH2:45]I.C(=O)([O-])[O-].[Cs+].[Cs+].FC(F)(F)C(O)=O.N, predict the reaction product. The product is: [CH3:34][C:31]1[CH:32]=[CH:33][N:20]2[C:21]=1[C:22](=[O:30])[N:23]([C:24]1[CH:29]=[CH:28][CH:27]=[CH:26][CH:25]=1)[C:18]([C@@H:16]([NH:15][C:13]1[C:14]3[C:6]([C:3]4[CH:4]=[CH:5][N:1]([CH2:45][C:44]([F:48])([F:47])[F:43])[N:2]=4)=[CH:7][NH:8][C:9]=3[N:10]=[CH:11][N:12]=1)[CH3:17])=[N:19]2. (5) Given the reactants [C:1]([C:5]1[CH:10]=[CH:9][CH:8]=[C:7]([C:11]2([N:14]=[C:15]=[O:16])[CH2:13][CH2:12]2)[CH:6]=1)([CH3:4])([CH3:3])[CH3:2].[Br:17][C:18]1[CH:33]=[CH:32][C:21]([CH2:22][C@H:23]2[C@@H:28]([OH:29])[CH:27]=[CH:26][S:25](=[O:31])(=[O:30])[CH2:24]2)=[CH:20][CH:19]=1.C1CCN2C(=[N:38]CCC2)CC1, predict the reaction product. The product is: [Br:17][C:18]1[CH:19]=[CH:20][C:21]([CH2:22][C@H:23]2[C@@H:28]3[C@@H:27]([N:14]([C:11]4([C:7]5[CH:8]=[CH:9][CH:10]=[C:5]([C:1]([CH3:4])([CH3:3])[CH3:2])[CH:6]=5)[CH2:13][CH2:12]4)[C:15](=[O:16])[O:29]3)[CH2:26][S:25](=[O:31])(=[O:30])[CH2:24]2)=[CH:32][CH:33]=1.[NH3:38]. (6) Given the reactants [NH:1]1[C:7](=[O:8])[CH2:6][CH2:5][CH2:4][C:3]2[CH:9]=[CH:10][CH:11]=[CH:12][C:2]1=2.[N+:13]([O-])([OH:15])=[O:14].S(=O)(=O)(O)O, predict the reaction product. The product is: [N+:13]([C:10]1[CH:11]=[CH:12][C:2]2[NH:1][C:7](=[O:8])[CH2:6][CH2:5][CH2:4][C:3]=2[CH:9]=1)([O-:15])=[O:14]. (7) Given the reactants Cl[C:2]1[N:3]=[C:4]([N:18]2[CH2:23][CH2:22][O:21][CH2:20][CH2:19]2)[C:5]2[N:11]=[C:10]([C:12]([O:14][CH3:15])=[O:13])[CH:9]=[C:8]([S:16][CH3:17])[C:6]=2[N:7]=1.[NH:24]1[CH:28]=[C:27](B(O)O)[CH:26]=[N:25]1.C(=O)([O-])[O-].[Cs+].[Cs+], predict the reaction product. The product is: [CH3:17][S:16][C:8]1[C:6]2[N:7]=[C:2]([C:27]3[CH:28]=[N:24][NH:25][CH:26]=3)[N:3]=[C:4]([N:18]3[CH2:23][CH2:22][O:21][CH2:20][CH2:19]3)[C:5]=2[N:11]=[C:10]([C:12]([O:14][CH3:15])=[O:13])[CH:9]=1. (8) Given the reactants [NH2:1][C:2]1[N:3]=[N:4][C:5]([Cl:8])=[CH:6][CH:7]=1.CO[C:11](OC)([N:13]([CH3:15])[CH3:14])[CH3:12], predict the reaction product. The product is: [CH3:14][N:13]([CH3:15])[C:11](=[N:1][C:2]1[N:3]=[N:4][C:5]([Cl:8])=[CH:6][CH:7]=1)[CH3:12]. (9) Given the reactants [C:1]1([C:11]2C3C([C:18]([C:28]4[C:37]5C(=CC=CC=5)C=CC=4)=[C:19]4[C:24]=2[CH:23]=[C:22](B(O)O)[CH:21]=[CH:20]4)=CC=CC=3)[C:10]2[C:5](=[CH:6][CH:7]=[CH:8][CH:9]=2)[CH:4]=[CH:3][CH:2]=1.Br[C:39]1[CH:44]=[CH:43][CH:42]=[CH:41][C:40]=1[N+:45]([O-:47])=[O:46].C([O-])([O-])=O.[K+].[K+].O1[CH2:59][CH2:58]OCC1, predict the reaction product. The product is: [N+:45]([C:40]1[CH:41]=[CH:42][CH:43]=[CH:44][C:39]=1[C:11]1[CH:1]=[CH:2][C:3]2[C:23](=[C:22]([C:59]3[CH:58]=[CH:9][C:10]4[C:1](=[CH:2][CH:3]=[CH:4][CH:5]=4)[CH:11]=3)[C:21]3[C:20]([C:4]=2[C:5]2[CH:10]=[CH:9][C:8]4[C:7](=[CH:28][CH:18]=[CH:19][CH:20]=4)[CH:6]=2)=[CH:19][CH:18]=[CH:28][CH:37]=3)[CH:24]=1)([O-:47])=[O:46]. (10) The product is: [CH3:13][O:14][C:15]1[CH:22]=[CH:21][C:18]([CH2:19][C:3]2[C:2]([CH3:1])=[CH:7][C:6]([CH3:8])=[CH:5][C:4]=2[OH:9])=[CH:17][CH:16]=1. Given the reactants [CH3:1][C:2]1[CH:3]=[C:4]([OH:9])[CH:5]=[C:6]([CH3:8])[CH:7]=1.O.[OH-].[Li+].[CH3:13][O:14][C:15]1[CH:22]=[CH:21][C:18]([CH2:19]Cl)=[CH:17][CH:16]=1, predict the reaction product.